Dataset: Peptide-MHC class I binding affinity with 185,985 pairs from IEDB/IMGT. Task: Regression. Given a peptide amino acid sequence and an MHC pseudo amino acid sequence, predict their binding affinity value. This is MHC class I binding data. The MHC is HLA-B57:01 with pseudo-sequence HLA-B57:01. The peptide sequence is GTQDQSLYL. The binding affinity (normalized) is 0.213.